This data is from Full USPTO retrosynthesis dataset with 1.9M reactions from patents (1976-2016). The task is: Predict the reactants needed to synthesize the given product. Given the product [NH2:24][C:8]1[N:7]=[C:6]([O:5][CH2:4][CH2:3][CH:2]([CH3:25])[CH3:1])[N:14]=[C:13]2[C:9]=1[NH:10][C:11](=[O:22])[N:12]2[CH2:15][CH:16]1[CH2:17][CH2:18][O:19][CH2:20][CH2:21]1, predict the reactants needed to synthesize it. The reactants are: [CH3:1][CH:2]([CH3:25])[CH2:3][CH2:4][O:5][C:6]1[N:14]=[C:13]2[C:9]([N:10]=[C:11]([O:22]C)[N:12]2[CH2:15][CH:16]2[CH2:21][CH2:20][O:19][CH2:18][CH2:17]2)=[C:8]([NH2:24])[N:7]=1.Cl.[OH-].[Na+].